From a dataset of Forward reaction prediction with 1.9M reactions from USPTO patents (1976-2016). Predict the product of the given reaction. Given the reactants [NH2:1][CH2:2][CH2:3][C:4]1[CH:9]=[CH:8][C:7]([OH:10])=[CH:6][CH:5]=1.C([C:13]1[C:18]([F:19])=[CH:17][CH:16]=[C:15]([F:20])[C:14]=1[N:21]=[CH:22][N:23]([CH3:25])C)#N.C(O)(=O)C, predict the reaction product. The product is: [F:19][C:18]1[CH:17]=[CH:16][C:15]([F:20])=[C:14]2[C:13]=1[C:25]([NH:1][CH2:2][CH2:3][C:4]1[CH:9]=[CH:8][C:7]([OH:10])=[CH:6][CH:5]=1)=[N:23][CH:22]=[N:21]2.